This data is from Full USPTO retrosynthesis dataset with 1.9M reactions from patents (1976-2016). The task is: Predict the reactants needed to synthesize the given product. (1) Given the product [Cl:18][C:15]1[CH:16]=[CH:17][C:12]([S:11][C:3]2[C:4]3[C:5](=[N:6][CH:7]=[CH:8][CH:9]=3)[NH:10][C:2]=2[CH2:5][C:4]2[CH:9]=[CH:24][C:23]([O:22][CH3:21])=[CH:2][CH:3]=2)=[CH:13][CH:14]=1, predict the reactants needed to synthesize it. The reactants are: Br[C:2]1[NH:10][C:5]2=[N:6][CH:7]=[CH:8][CH:9]=[C:4]2[C:3]=1[S:11][C:12]1[CH:17]=[CH:16][C:15]([Cl:18])=[CH:14][CH:13]=1.O1[CH2:24][CH2:23][O:22][CH2:21]C1. (2) Given the product [NH2:7][C@@H:8]([C:11]1[C:12]([F:29])=[C:13]([C:14]([Cl:17])=[CH:15][CH:16]=1)[C:18]([C:20]1[CH:25]=[CH:24][C:23]([C:26]([NH2:27])=[O:28])=[N:22][CH:21]=1)=[O:19])[CH2:9][CH3:10], predict the reactants needed to synthesize it. The reactants are: C(OC(=O)[NH:7][C@@H:8]([C:11]1[CH:16]=[CH:15][C:14]([Cl:17])=[C:13]([C:18]([C:20]2[CH:21]=[N:22][C:23]([C:26](=[O:28])[NH2:27])=[CH:24][CH:25]=2)=[O:19])[C:12]=1[F:29])[CH2:9][CH3:10])(C)(C)C.Cl.CCOC(C)=O. (3) Given the product [CH3:15][S:12]([N:8]1[C:7]2[CH:16]=[C:3]([CH2:2][N:20]3[CH2:19][CH2:18][N:17]([C:23]([O:25][C:26]([CH3:29])([CH3:28])[CH3:27])=[O:24])[CH2:22][CH2:21]3)[CH:4]=[CH:5][C:6]=2[O:11][CH2:10][CH2:9]1)(=[O:14])=[O:13], predict the reactants needed to synthesize it. The reactants are: Br[CH2:2][C:3]1[CH:4]=[CH:5][C:6]2[O:11][CH2:10][CH2:9][N:8]([S:12]([CH3:15])(=[O:14])=[O:13])[C:7]=2[CH:16]=1.[N:17]1([C:23]([O:25][C:26]([CH3:29])([CH3:28])[CH3:27])=[O:24])[CH2:22][CH2:21][NH:20][CH2:19][CH2:18]1.C(N(CC)C(C)C)(C)C. (4) Given the product [Cl:1][C:2]1[CH:7]=[C:6]([CH3:8])[CH:5]=[C:4]([N+:22]([O-:24])=[O:23])[C:3]=1[OH:9], predict the reactants needed to synthesize it. The reactants are: [Cl:1][C:2]1[CH:7]=[C:6]([CH3:8])[CH:5]=[CH:4][C:3]=1[OH:9].C(OC(C)C)(C)C.S(=O)(=O)(O)O.[N:22]([O-:24])=[O:23].[Na+]. (5) Given the product [CH2:1]([O:8][C:9]1[CH:18]=[C:17]([O:19][CH2:20][C:21]2[CH:22]=[CH:23][CH:24]=[CH:25][CH:26]=2)[C:16]([S:27](=[O:33])(=[O:34])[N:28]([CH3:32])[CH2:29][CH2:30][CH3:31])=[CH:15][C:10]=1[C:11]([OH:13])=[O:12])[C:2]1[CH:7]=[CH:6][CH:5]=[CH:4][CH:3]=1, predict the reactants needed to synthesize it. The reactants are: [CH2:1]([O:8][C:9]1[CH:18]=[C:17]([O:19][CH2:20][C:21]2[CH:26]=[CH:25][CH:24]=[CH:23][CH:22]=2)[C:16]([S:27](=[O:34])(=[O:33])[N:28]([CH3:32])[CH2:29][CH2:30][CH3:31])=[CH:15][C:10]=1[C:11]([O:13]C)=[O:12])[C:2]1[CH:7]=[CH:6][CH:5]=[CH:4][CH:3]=1.[OH-].[Na+]. (6) Given the product [Cl:1][C:2]1[C:3]([B:18]([OH:23])[OH:19])=[CH:4][C:5]([O:8][CH3:9])=[N:6][CH:7]=1, predict the reactants needed to synthesize it. The reactants are: [Cl:1][C:2]1[CH:3]=[CH:4][C:5]([O:8][CH3:9])=[N:6][CH:7]=1.C([N-]C(C)C)(C)C.[Li+].[B:18](OC(C)C)([O:23]C(C)C)[O:19]C(C)C.O. (7) Given the product [F:19][C:14]1[CH:13]=[C:12]([C:4]2[C:3]([CH3:20])=[C:2]([NH:33][C:31]3[CH:30]=[CH:29][CH:28]=[C:27]([N:24]4[CH2:25][CH2:26][O:21][CH2:22][CH2:23]4)[N:32]=3)[C:11]3[C:6](=[N:7][CH:8]=[CH:9][CH:10]=3)[N:5]=2)[CH:17]=[C:16]([F:18])[CH:15]=1, predict the reactants needed to synthesize it. The reactants are: Cl[C:2]1[C:11]2[C:6](=[N:7][CH:8]=[CH:9][CH:10]=2)[N:5]=[C:4]([C:12]2[CH:17]=[C:16]([F:18])[CH:15]=[C:14]([F:19])[CH:13]=2)[C:3]=1[CH3:20].[O:21]1[CH2:26][CH2:25][N:24]([C:27]2[N:32]=[C:31]([NH2:33])[CH:30]=[CH:29][CH:28]=2)[CH2:23][CH2:22]1.CC(C1C=C(C(C)C)C(C2C=CC=CC=2P(C2CCCCC2)C2CCCCC2)=C(C(C)C)C=1)C.CC(C)([O-])C.[Na+]. (8) Given the product [Cl:13][CH2:9][C:5]1[CH:6]=[CH:7][CH:8]=[C:3]([S:2][CH3:1])[CH:4]=1, predict the reactants needed to synthesize it. The reactants are: [CH3:1][S:2][C:3]1[CH:4]=[C:5]([CH2:9]O)[CH:6]=[CH:7][CH:8]=1.S(Cl)([Cl:13])=O. (9) Given the product [CH3:1][N:2]([CH3:36])[CH2:3][CH2:4][NH:5][C:6]([NH:8][C:9]1[CH:10]=[CH:11][C:12]([C:15]2[N:16]=[C:17]([N:30]3[CH2:35][CH2:34][O:33][CH2:32][CH2:31]3)[C:18]3[N:23]=[N:22][N:21]([CH:24]4[CH2:29][CH2:28][N:27]([CH2:47][C:46]5[CH:45]=[CH:44][C:43]([O:42][CH2:41][CH2:40][CH2:39][N:38]([CH3:51])[CH3:37])=[CH:50][CH:49]=5)[CH2:26][CH2:25]4)[C:19]=3[N:20]=2)=[CH:13][CH:14]=1)=[O:7], predict the reactants needed to synthesize it. The reactants are: [CH3:1][N:2]([CH3:36])[CH2:3][CH2:4][NH:5][C:6]([NH:8][C:9]1[CH:14]=[CH:13][C:12]([C:15]2[N:16]=[C:17]([N:30]3[CH2:35][CH2:34][O:33][CH2:32][CH2:31]3)[C:18]3[N:23]=[N:22][N:21]([CH:24]4[CH2:29][CH2:28][NH:27][CH2:26][CH2:25]4)[C:19]=3[N:20]=2)=[CH:11][CH:10]=1)=[O:7].[CH3:37][N:38]([CH3:51])[CH2:39][CH2:40][CH2:41][O:42][C:43]1[CH:50]=[CH:49][C:46]([CH:47]=O)=[CH:45][CH:44]=1.[BH-](OC(C)=O)(OC(C)=O)OC(C)=O.[Na+].CC(O)=O. (10) Given the product [CH3:3][O:29][CH2:28][CH2:27][C:24]1[CH:25]=[CH:26][C:18]2[O:17][C:16]([C:8]3[CH:9]=[CH:10][C:11]([O:12][CH2:13][O:14][CH3:15])=[C:6]([O:5][CH3:4])[CH:7]=3)=[C:20]([S:21][CH3:22])[C:19]=2[CH:23]=1, predict the reactants needed to synthesize it. The reactants are: [H-].I[CH3:3].[CH3:4][O:5][C:6]1[CH:7]=[C:8]([C:16]2[O:17][C:18]3[CH:26]=[CH:25][C:24]([CH2:27][CH2:28][OH:29])=[CH:23][C:19]=3[C:20]=2[S:21][CH3:22])[CH:9]=[CH:10][C:11]=1[O:12][CH2:13][O:14][CH3:15].